This data is from Reaction yield outcomes from USPTO patents with 853,638 reactions. The task is: Predict the reaction yield, written as a fraction of the theoretical maximum amount of product (1.0 means a 100% yield; for example, 0.34 means a 34% yield). (1) The reactants are C1C(=O)N([Br:8])C(=O)C1.[NH2:9][C:10]1[C:15]([O:16][CH3:17])=[CH:14][CH:13]=[CH:12][N:11]=1. The catalyst is C(#N)C. The product is [Br:8][C:13]1[CH:14]=[C:15]([O:16][CH3:17])[C:10]([NH2:9])=[N:11][CH:12]=1. The yield is 0.460. (2) The reactants are [Cl:1][C:2]1[N:7]=[C:6]([N:8]2[CH2:12][C:11]([CH3:14])([CH3:13])[CH:10]([N:15]([CH3:17])[CH3:16])[CH2:9]2)[C:5]([F:18])=[C:4]([NH:19][NH2:20])[N:3]=1.[CH:21]1([CH2:26][C@H:27]([CH2:31][N:32]([CH:41]=[O:42])[O:33][CH2:34][C:35]2[CH:40]=[CH:39][CH:38]=[CH:37][CH:36]=2)[C:28](O)=[O:29])[CH2:25][CH2:24][CH2:23][CH2:22]1.CN1CCOCC1.ON1C2N=CC=CC=2N=N1.C(Cl)CCl. The catalyst is CN(C=O)C.CCOCC. The product is [Cl:1][C:2]1[N:3]=[C:4]([NH:19][NH:20][C:28](=[O:29])[C@H:27]([CH2:26][CH:21]2[CH2:22][CH2:23][CH2:24][CH2:25]2)[CH2:31][N:32]([O:33][CH2:34][C:35]2[CH:36]=[CH:37][CH:38]=[CH:39][CH:40]=2)[CH:41]=[O:42])[C:5]([F:18])=[C:6]([N:8]2[CH2:9][CH:10]([N:15]([CH3:16])[CH3:17])[C:11]([CH3:14])([CH3:13])[CH2:12]2)[N:7]=1. The yield is 0.920. (3) The yield is 0.970. The reactants are [N+:1]([C:4]1[CH:12]=[C:7]2[CH2:8][O:9][CH2:10][CH2:11][N:6]2[N:5]=1)([O-])=O. The catalyst is CCOC(C)=O.CO.[Pd]. The product is [N:5]1[N:6]2[C:7]([CH2:8][O:9][CH2:10][CH2:11]2)=[CH:12][C:4]=1[NH2:1]. (4) The product is [C:21]([O:1][C:2]1[CH:7]=[CH:6][C:5]([CH:8]=[CH:9][C:10](=[O:20])[CH:11]=[CH:12][C:13]2[CH:14]=[CH:15][C:16]([O:19][C:32](=[O:34])[CH3:33])=[CH:17][CH:18]=2)=[CH:4][CH:3]=1)(=[O:23])[CH3:22]. The yield is 0.820. The reactants are [OH:1][C:2]1[CH:7]=[CH:6][C:5]([CH:8]=[CH:9][C:10](=[O:20])[CH:11]=[CH:12][C:13]2[CH:18]=[CH:17][C:16]([OH:19])=[CH:15][CH:14]=2)=[CH:4][CH:3]=1.[C:21](OC(=O)C)(=[O:23])[CH3:22].N1[CH:33]=[CH:32]C=CC=1.[OH2:34]. No catalyst specified. (5) The reactants are [H-].[Na+].[OH:3][C@@H:4]([CH2:14][O:15][C@H:16]([CH3:29])[CH2:17][O:18][Si:19]([CH:26]([CH3:28])[CH3:27])([CH:23]([CH3:25])[CH3:24])[CH:20]([CH3:22])[CH3:21])[C:5]([NH:7][C:8]1[CH:13]=[CH:12][CH:11]=[CH:10][N:9]=1)=[O:6].Cl[C:31]1[N:36]=[CH:35][N:34]=[C:33]2[N:37]([C:40]3[CH:45]=[CH:44][CH:43]=[CH:42][C:41]=3[Cl:46])[N:38]=[CH:39][C:32]=12.C(O)(=O)CC(CC(O)=O)(C(O)=O)O. The catalyst is C1COCC1. The product is [Cl:46][C:41]1[CH:42]=[CH:43][CH:44]=[CH:45][C:40]=1[N:37]1[C:33]2=[N:34][CH:35]=[N:36][C:31]([O:3][C@@H:4]([CH2:14][O:15][C@H:16]([CH3:29])[CH2:17][O:18][Si:19]([CH:26]([CH3:28])[CH3:27])([CH:20]([CH3:21])[CH3:22])[CH:23]([CH3:25])[CH3:24])[C:5]([NH:7][C:8]3[CH:13]=[CH:12][CH:11]=[CH:10][N:9]=3)=[O:6])=[C:32]2[CH:39]=[N:38]1. The yield is 0.594. (6) The reactants are [CH2:1]([O:8][C:9]1[CH:10]=[CH:11][C:12]([OH:19])=[C:13]([CH:18]=1)[C:14]([O:16]C)=O)[C:2]1[CH:7]=[CH:6][CH:5]=[CH:4][CH:3]=1.[NH2:20][C@@H:21]([CH2:24][C:25]1[CH:30]=[CH:29][CH:28]=[CH:27][CH:26]=1)[CH2:22][OH:23]. The catalyst is CN(C)C=O.C(OCC)(=O)C.CCCCCC. The product is [OH:23][CH2:22][C@@H:21]([NH:20][C:14](=[O:16])[C:13]1[CH:18]=[C:9]([O:8][CH2:1][C:2]2[CH:3]=[CH:4][CH:5]=[CH:6][CH:7]=2)[CH:10]=[CH:11][C:12]=1[OH:19])[CH2:24][C:25]1[CH:26]=[CH:27][CH:28]=[CH:29][CH:30]=1. The yield is 0.500.